Dataset: Catalyst prediction with 721,799 reactions and 888 catalyst types from USPTO. Task: Predict which catalyst facilitates the given reaction. Reactant: [Si]([O:8][CH2:9][CH2:10][CH2:11][CH2:12][CH2:13][CH2:14][CH2:15][C:16]1[CH:17]=[N:18][CH:19]=[CH:20][CH:21]=1)(C(C)(C)C)(C)C.[F-].C([N+](CCCC)(CCCC)CCCC)CCC. Product: [N:18]1[CH:19]=[CH:20][CH:21]=[C:16]([CH2:15][CH2:14][CH2:13][CH2:12][CH2:11][CH2:10][CH2:9][OH:8])[CH:17]=1. The catalyst class is: 7.